This data is from Forward reaction prediction with 1.9M reactions from USPTO patents (1976-2016). The task is: Predict the product of the given reaction. Given the reactants [Cl:1][C:2]1[CH:21]=[C:20]([C:22]2[CH2:27][CH2:26][C:25](=[O:28])[NH:24][N:23]=2)[CH:19]=[CH:18][C:3]=1[O:4][CH2:5][CH2:6][N:7]1C(=O)C2C(=CC=CC=2)C1=O, predict the reaction product. The product is: [NH2:7][CH2:6][CH2:5][O:4][C:3]1[CH:18]=[CH:19][C:20]([C:22]2[CH2:27][CH2:26][C:25](=[O:28])[NH:24][N:23]=2)=[CH:21][C:2]=1[Cl:1].